From a dataset of Forward reaction prediction with 1.9M reactions from USPTO patents (1976-2016). Predict the product of the given reaction. (1) The product is: [CH2:1]([C:3]1[CH:4]=[C:5]2[NH:10][CH:9]=[C:8]([C:11]([OH:13])=[O:12])[C:7](=[O:16])[N:6]2[CH:17]=1)[CH3:2]. Given the reactants [CH2:1]([C:3]1[CH:4]=[C:5]2[NH:10][CH:9]=[C:8]([C:11]([O:13]CC)=[O:12])[C:7](=[O:16])[N:6]2[CH:17]=1)[CH3:2].[OH-].[Na+], predict the reaction product. (2) The product is: [CH:1]1([N:4]2[C:8]3[CH:9]=[C:10]([F:13])[CH:11]=[CH:12][C:7]=3[N:6]=[C:5]2[C@@H:14]([NH:16][C:18]2[N:26]=[CH:25][N:24]=[C:23]3[C:19]=2[N:20]=[CH:21][NH:22]3)[CH3:15])[CH2:3][CH2:2]1. Given the reactants [CH:1]1([N:4]2[C:8]3[CH:9]=[C:10]([F:13])[CH:11]=[CH:12][C:7]=3[N:6]=[C:5]2[C@@H:14]([NH2:16])[CH3:15])[CH2:3][CH2:2]1.Cl[C:18]1[N:26]=[CH:25][N:24]=[C:23]2[C:19]=1[N:20]=[CH:21][N:22]2C1CCCCO1.CCN(C(C)C)C(C)C, predict the reaction product. (3) Given the reactants Br[C:2]1[C:3]([NH2:9])=[N:4][CH:5]=[C:6]([Cl:8])[CH:7]=1.[CH:10]1([O:16][C:17]2[N:22]=[CH:21][C:20](B(O)O)=[CH:19][CH:18]=2)[CH2:15][CH2:14][CH2:13][CH2:12][CH2:11]1.C(=O)([O-])[O-].[Na+].[Na+].CCOC(C)=O, predict the reaction product. The product is: [Cl:8][C:6]1[CH:7]=[C:2]([C:20]2[CH:21]=[N:22][C:17]([O:16][CH:10]3[CH2:15][CH2:14][CH2:13][CH2:12][CH2:11]3)=[CH:18][CH:19]=2)[C:3]([NH2:9])=[N:4][CH:5]=1. (4) Given the reactants [OH:1][C:2]1[CH:11]=[C:10]([CH3:12])[CH:9]=[CH:8][C:3]=1[C:4]([O:6][CH3:7])=[O:5].Cl[CH2:14][CH2:15][CH2:16][O:17][CH3:18], predict the reaction product. The product is: [CH3:18][O:17][CH2:16][CH2:15][CH2:14][O:1][C:2]1[CH:11]=[C:10]([CH3:12])[CH:9]=[CH:8][C:3]=1[C:4]([O:6][CH3:7])=[O:5]. (5) Given the reactants [CH3:1][CH2:2][CH2:3][CH2:4][CH2:5][CH2:6][CH:7]([NH2:11])[C:8]([OH:10])=O.[C:12](OC(=O)C)(=[O:14])[CH3:13].N1C=CC=C[CH:20]=1, predict the reaction product. The product is: [O:10]=[C:8]([CH:7]([NH:11][C:12](=[O:14])[CH3:13])[CH2:6][CH2:5][CH2:4][CH2:3][CH2:2][CH3:1])[CH3:20]. (6) Given the reactants [N:1]1[CH:6]=[CH:5][CH:4]=[N:3][C:2]=1[N:7]1[CH2:12][CH2:11][CH:10]([C:13]([OH:15])=O)[CH2:9][CH2:8]1.BrC1N=CC=CN=1.[N:23]1[CH:28]=[CH:27][CH:26]=[C:25]([NH2:29])[N:24]=1, predict the reaction product. The product is: [N:23]1[CH:28]=[CH:27][CH:26]=[C:25]([NH:29][C:13]([CH:10]2[CH2:9][CH2:8][N:7]([C:2]3[N:1]=[CH:6][CH:5]=[CH:4][N:3]=3)[CH2:12][CH2:11]2)=[O:15])[N:24]=1.